This data is from Forward reaction prediction with 1.9M reactions from USPTO patents (1976-2016). The task is: Predict the product of the given reaction. (1) Given the reactants [CH:1]1([N:5]2[CH2:11][CH2:10][C:9]3[S:12][C:13]([C:15]4[CH:16]=[N:17][C:18](=O)[NH:19][CH:20]=4)=[N:14][C:8]=3[CH2:7][CH2:6]2)[CH2:4][CH2:3][CH2:2]1.P(Cl)(Cl)([Cl:24])=O, predict the reaction product. The product is: [Cl:24][C:18]1[N:17]=[CH:16][C:15]([C:13]2[S:12][C:9]3[CH2:10][CH2:11][N:5]([CH:1]4[CH2:4][CH2:3][CH2:2]4)[CH2:6][CH2:7][C:8]=3[N:14]=2)=[CH:20][N:19]=1. (2) Given the reactants [NH2:1][C:2]1[CH:3]=[C:4]([NH:10][C:11]2[C:12]3[S:19][CH:18]=[CH:17][C:13]=3[N:14]=[CH:15][N:16]=2)[CH:5]=[C:6]([O:8][CH3:9])[CH:7]=1.N([O-])=O.[Na+].[N-:24]=[N+:25]=[N-].[Na+], predict the reaction product. The product is: [N:1]([C:2]1[CH:3]=[C:4]([NH:10][C:11]2[C:12]3[S:19][CH:18]=[CH:17][C:13]=3[N:14]=[CH:15][N:16]=2)[CH:5]=[C:6]([O:8][CH3:9])[CH:7]=1)=[N+:24]=[N-:25]. (3) Given the reactants [H-].[Na+].[C:3]1([CH:9]([C:22]2[CH:27]=[CH:26][CH:25]=[CH:24][CH:23]=2)[CH:10]2[CH2:15][CH2:14][N:13]([CH2:16][CH2:17][C:18](OC)=[O:19])[CH2:12][CH2:11]2)[CH:8]=[CH:7][CH:6]=[CH:5][CH:4]=1.[CH:28]([OH:31])([CH3:30])[CH3:29], predict the reaction product. The product is: [C:3]1([CH:9]([C:22]2[CH:27]=[CH:26][CH:25]=[CH:24][CH:23]=2)[CH:10]2[CH2:11][CH2:12][N:13]([CH2:16][CH2:17][C:18]([O:31][CH:28]([CH3:30])[CH3:29])=[O:19])[CH2:14][CH2:15]2)[CH:4]=[CH:5][CH:6]=[CH:7][CH:8]=1. (4) Given the reactants Br[C:2]1[N:3]=[C:4]([NH:11][C:12]2[CH:17]=[CH:16][C:15]([N:18]3[CH2:23][CH2:22][N:21]([CH3:24])[CH2:20][CH2:19]3)=[CH:14][N:13]=2)[C:5]2[N:6]([CH:8]=[CH:9][N:10]=2)[CH:7]=1.[C:25]([O:28][CH2:29][C:30]1[C:35](B2OC(C)(C)C(C)(C)O2)=[CH:34][C:33]([F:45])=[CH:32][C:31]=1[N:46]1[CH2:58][CH2:57][N:49]2[C:50]3[CH2:51][CH2:52][CH2:53][CH2:54][C:55]=3[CH:56]=[C:48]2[C:47]1=[O:59])(=[O:27])[CH3:26].C(=O)([O-])[O-].[Cs+].[Cs+].CC1(C)C2C(=C(P(C3C=CC=CC=3)C3C=CC=CC=3)C=CC=2)OC2C(P(C3C=CC=CC=3)C3C=CC=CC=3)=CC=CC1=2, predict the reaction product. The product is: [C:25]([O:28][CH2:29][C:30]1[C:31]([N:46]2[CH2:58][CH2:57][N:49]3[C:50]4[CH2:51][CH2:52][CH2:53][CH2:54][C:55]=4[CH:56]=[C:48]3[C:47]2=[O:59])=[CH:32][C:33]([F:45])=[CH:34][C:35]=1[C:2]1[N:3]=[C:4]([NH:11][C:12]2[CH:17]=[CH:16][C:15]([N:18]3[CH2:23][CH2:22][N:21]([CH3:24])[CH2:20][CH2:19]3)=[CH:14][N:13]=2)[C:5]2[N:6]([CH:8]=[CH:9][N:10]=2)[CH:7]=1)(=[O:27])[CH3:26]. (5) Given the reactants [CH2:1]([C:3]1[CH:8]=[CH:7][C:6]([CH2:9][C:10](=O)[CH:11]=[C:12](O)[CH3:13])=[CH:5][CH:4]=1)[CH3:2].O.[NH2:17][NH2:18], predict the reaction product. The product is: [CH2:1]([C:3]1[CH:8]=[CH:7][C:6]([CH2:9][C:10]2[CH:11]=[C:12]([CH3:13])[NH:18][N:17]=2)=[CH:5][CH:4]=1)[CH3:2]. (6) Given the reactants C([O:3][C:4]([C:6]1([C:9]2[CH:14]=[CH:13][C:12]([C:15]3[CH:20]=[CH:19][C:18]([C:21]4[S:22][C:23]([Cl:37])=[CH:24][C:25]=4[NH:26][C:27]([O:29][C@@H:30]([C:32]4[CH:36]=[CH:35][S:34][CH:33]=4)[CH3:31])=[O:28])=[CH:17][CH:16]=3)=[CH:11][CH:10]=2)[CH2:8][CH2:7]1)=[O:5])C.[OH-].[Na+].Cl, predict the reaction product. The product is: [Cl:37][C:23]1[S:22][C:21]([C:18]2[CH:19]=[CH:20][C:15]([C:12]3[CH:11]=[CH:10][C:9]([C:6]4([C:4]([OH:5])=[O:3])[CH2:8][CH2:7]4)=[CH:14][CH:13]=3)=[CH:16][CH:17]=2)=[C:25]([NH:26][C:27]([O:29][C@@H:30]([C:32]2[CH:36]=[CH:35][S:34][CH:33]=2)[CH3:31])=[O:28])[CH:24]=1.